Dataset: Forward reaction prediction with 1.9M reactions from USPTO patents (1976-2016). Task: Predict the product of the given reaction. Given the reactants [C:1]12([CH2:11][NH:12][C:13]([C:15]3[C:20]([Cl:21])=[CH:19][CH:18]=[C:17]([N:22]=[N+]=[N-])[N:16]=3)=[O:14])[CH2:10][CH:5]3[CH2:6][CH:7]([CH2:9][CH:3]([CH2:4]3)[CH2:2]1)[CH2:8]2.C1C=CC(P(C2C=CC=CC=2)C2C=CC=CC=2)=CC=1, predict the reaction product. The product is: [C:1]12([CH2:11][NH:12][C:13]([C:15]3[C:20]([Cl:21])=[CH:19][CH:18]=[C:17]([NH2:22])[N:16]=3)=[O:14])[CH2:2][CH:3]3[CH2:4][CH:5]([CH2:6][CH:7]([CH2:9]3)[CH2:8]1)[CH2:10]2.